The task is: Predict the reaction yield, written as a fraction of the theoretical maximum amount of product (1.0 means a 100% yield; for example, 0.34 means a 34% yield).. This data is from Reaction yield outcomes from USPTO patents with 853,638 reactions. (1) The reactants are [F:1][C:2]1[CH:24]=[CH:23][C:5]([O:6][C:7]2[CH:8]=[C:9]3[C:13](=[CH:14][C:15]=2[C:16]([NH2:18])=[O:17])[N:12]([CH2:19][CH:20]([CH3:22])[CH3:21])[N:11]=[CH:10]3)=[CH:4][CH:3]=1.C(N1C=CN=C1)(N1C=CN=C1)=O.[CH2:37]([NH:44][CH2:45][CH2:46]N)[C:38]1[CH:43]=[CH:42][CH:41]=[CH:40][CH:39]=1. The catalyst is C1COCC1. The product is [CH2:37]([NH:44][CH2:45][CH2:46][NH:18][C:16]([C:15]1[CH:14]=[C:13]2[C:9]([CH:10]=[N:11][N:12]2[CH2:19][CH:20]([CH3:22])[CH3:21])=[CH:8][C:7]=1[O:6][C:5]1[CH:23]=[CH:24][C:2]([F:1])=[CH:3][CH:4]=1)=[O:17])[C:38]1[CH:43]=[CH:42][CH:41]=[CH:40][CH:39]=1. The yield is 1.00. (2) The product is [NH2:1][C:2]1[C:11]2[C:6](=[CH:7][CH:8]=[C:9]([C:12]3[S:16][C:15]([CH2:17][NH:18][C:19]4[N:20]=[CH:21][C:22]([C:46]#[C:45][Si:42]([CH3:44])([CH3:43])[CH3:41])=[CH:23][C:24]=4[C:25]([NH:27][CH2:28][C:29]4[CH:34]=[CH:33][C:32]([F:35])=[C:31]([F:36])[CH:30]=4)=[O:26])=[CH:14][CH:13]=3)[CH:10]=2)[N:5]=[CH:4][N:3]=1. The catalyst is C(OCC)(=O)C.C1C=CC([P]([Pd]([P](C2C=CC=CC=2)(C2C=CC=CC=2)C2C=CC=CC=2)([P](C2C=CC=CC=2)(C2C=CC=CC=2)C2C=CC=CC=2)[P](C2C=CC=CC=2)(C2C=CC=CC=2)C2C=CC=CC=2)(C2C=CC=CC=2)C2C=CC=CC=2)=CC=1.[Cu]I.C1(P([C-]2C=CC=C2)C2C=CC=CC=2)C=CC=CC=1.[C-]1(P(C2C=CC=CC=2)C2C=CC=CC=2)C=CC=C1.[Fe+2].Cl[Pd]Cl. The yield is 0.650. The reactants are [NH2:1][C:2]1[C:11]2[C:6](=[CH:7][CH:8]=[C:9]([C:12]3[S:16][C:15]([CH2:17][NH:18][C:19]4[C:24]([C:25]([NH:27][CH2:28][C:29]5[CH:34]=[CH:33][C:32]([F:35])=[C:31]([F:36])[CH:30]=5)=[O:26])=[CH:23][C:22](Br)=[CH:21][N:20]=4)=[CH:14][CH:13]=3)[CH:10]=2)[N:5]=[CH:4][N:3]=1.C(#N)C.[CH3:41][Si:42]([C:45]#[CH:46])([CH3:44])[CH3:43].C(N(CC)CC)C. (3) The reactants are [Cl:1][C:2]1[CH:7]=[C:6]([N+:8]([O-:10])=[O:9])[C:5](F)=[CH:4][C:3]=1[O:12][CH3:13].[OH-:14].[Na+].Cl. No catalyst specified. The product is [Cl:1][C:2]1[C:3]([O:12][CH3:13])=[CH:4][C:5]([OH:14])=[C:6]([N+:8]([O-:10])=[O:9])[CH:7]=1. The yield is 0.755.